Dataset: Forward reaction prediction with 1.9M reactions from USPTO patents (1976-2016). Task: Predict the product of the given reaction. (1) Given the reactants C(N(C(C)C)CC)(C)C.ClCCl.[NH2:13][C:14]1[C:19]([OH:20])=[C:18]([F:21])[C:17]([C:22]2[CH:27]=[CH:26][CH:25]=[CH:24][CH:23]=2)=[C:16]([CH3:28])[C:15]=1[C:29]#[N:30].CC([O:34][C:35]1[C:40]([C:41](Cl)=O)=[CH:39][CH:38]=[CH:37][CH:36]=1)=O, predict the reaction product. The product is: [F:21][C:18]1[C:17]([C:22]2[CH:27]=[CH:26][CH:25]=[CH:24][CH:23]=2)=[C:16]([CH3:28])[C:15]([C:29]#[N:30])=[C:14]2[C:19]=1[O:20][C:41]([C:40]1[CH:39]=[CH:38][CH:37]=[CH:36][C:35]=1[OH:34])=[N:13]2. (2) Given the reactants [CH3:1][O:2][C:3]1[CH:8]=[CH:7][N:6]=[CH:5][C:4]=1[C:9]1[NH:10][C:11]2[C:16]([CH:17]=1)=[CH:15][C:14]([C:18]#[N:19])=[CH:13][CH:12]=2.[H-].[Na+].IC.[C:24]([O-])(O)=O.[Na+], predict the reaction product. The product is: [CH3:1][O:2][C:3]1[CH:8]=[CH:7][N:6]=[CH:5][C:4]=1[C:9]1[N:10]([CH3:24])[C:11]2[C:16]([CH:17]=1)=[CH:15][C:14]([C:18]#[N:19])=[CH:13][CH:12]=2.